Dataset: Forward reaction prediction with 1.9M reactions from USPTO patents (1976-2016). Task: Predict the product of the given reaction. (1) Given the reactants CN(C(ON1N=NC2C=CC=CC1=2)=[N+](C)C)C.[B-](F)(F)(F)F.[NH:23]1[CH:27]=[CH:26][C:25]([C:28]([OH:30])=O)=[N:24]1.[Cl:31][C:32]1[CH:38]=[C:37]([Cl:39])[CH:36]=[CH:35][C:33]=1[NH2:34].CCN(C(C)C)C(C)C, predict the reaction product. The product is: [Cl:31][C:32]1[CH:38]=[C:37]([Cl:39])[CH:36]=[CH:35][C:33]=1[NH:34][C:28]([C:25]1[CH:26]=[CH:27][NH:23][N:24]=1)=[O:30]. (2) Given the reactants [Br:1][CH2:2][C:3]([C:5]1[CH:10]=[CH:9][C:8]([OH:11])=[CH:7][CH:6]=1)=O.[NH2:12][C:13]1[CH:18]=[CH:17][C:16]([I:19])=[CH:15][N:14]=1, predict the reaction product. The product is: [BrH:1].[OH:11][C:8]1[CH:9]=[CH:10][C:5]([C:3]2[N:12]=[C:13]3[CH:18]=[CH:17][C:16]([I:19])=[CH:15][N:14]3[CH:2]=2)=[CH:6][CH:7]=1. (3) Given the reactants [Cl-].[Ca+2].[Cl-].[BH4-].[Na+].[Br:6][C:7]1[CH:8]=[N:9][C:10]([Cl:17])=[C:11]([CH:16]=1)[C:12](OC)=[O:13].Cl, predict the reaction product. The product is: [Br:6][C:7]1[CH:16]=[C:11]([CH2:12][OH:13])[C:10]([Cl:17])=[N:9][CH:8]=1. (4) Given the reactants Cl.[CH:2]1([CH2:5][O:6][C:7]2[CH:12]=[C:11]([F:13])[C:10]([O:14][CH3:15])=[CH:9][C:8]=2[C:16]2[CH:21]=[CH:20][N:19]=[C:18]3[C:22]([C:26]([NH:28][C@@H:29]4[CH2:34][CH2:33][NH:32][CH2:31][C@H:30]4[OH:35])=[O:27])=[C:23]([CH3:25])[NH:24][C:17]=23)[CH2:4][CH2:3]1.[C:36](Cl)(=[O:38])[CH3:37], predict the reaction product. The product is: [C:36]([N:32]1[CH2:33][CH2:34][C@@H:29]([NH:28][C:26]([C:22]2[C:18]3=[N:19][CH:20]=[CH:21][C:16]([C:8]4[CH:9]=[C:10]([O:14][CH3:15])[C:11]([F:13])=[CH:12][C:7]=4[O:6][CH2:5][CH:2]4[CH2:4][CH2:3]4)=[C:17]3[NH:24][C:23]=2[CH3:25])=[O:27])[C@H:30]([OH:35])[CH2:31]1)(=[O:38])[CH3:37].